From a dataset of Reaction yield outcomes from USPTO patents with 853,638 reactions. Predict the reaction yield, written as a fraction of the theoretical maximum amount of product (1.0 means a 100% yield; for example, 0.34 means a 34% yield). The reactants are [Cl:1][C:2]1[CH:3]=[CH:4][C:5]([N:15]2[CH:19]=[C:18]([Cl:20])[N:17]=[N:16]2)=[C:6]([C:8]2[N:13]=[CH:12][N:11]=[C:10]([OH:14])[CH:9]=2)[CH:7]=1.CN(C(ON1N=NC2C=CC=NC1=2)=[N+](C)C)C.F[P-](F)(F)(F)(F)F.C1CCN2C(=NCCC2)CC1.N[C@@H:57]1[C:73]2[CH:74]=[C:69]([N:70]=[CH:71][CH:72]=2)[C:68]2[N:67]([CH3:75])[N:66]=[CH:65][C:64]=2[NH:63][C:62](=[O:76])[C@H:61]([CH3:77])[CH2:60][CH2:59][CH2:58]1. The catalyst is CC#N.CN(C=O)C. The product is [Cl:1][C:2]1[CH:3]=[CH:4][C:5]([N:15]2[CH:19]=[C:18]([Cl:20])[N:17]=[N:16]2)=[C:6]([C:8]2[N:13]=[CH:12][N:11]([C@@H:57]3[C:73]4[CH:74]=[C:69]([N:70]=[CH:71][CH:72]=4)[C:68]4[N:67]([CH3:75])[N:66]=[CH:65][C:64]=4[NH:63][C:62](=[O:76])[C@H:61]([CH3:77])[CH2:60][CH2:59][CH2:58]3)[C:10](=[O:14])[CH:9]=2)[CH:7]=1. The yield is 0.270.